This data is from Reaction yield outcomes from USPTO patents with 853,638 reactions. The task is: Predict the reaction yield, written as a fraction of the theoretical maximum amount of product (1.0 means a 100% yield; for example, 0.34 means a 34% yield). (1) The reactants are [N:1]1[C:10]2[C:5](=[CH:6][C:7]3[O:14][CH2:13][CH2:12][O:11][C:8]=3[CH:9]=2)[C:4](=O)[NH:3][CH:2]=1.O=P(Cl)(Cl)[Cl:18]. The catalyst is C1(C)C=CC=CC=1. The product is [Cl:18][C:4]1[C:5]2[C:10](=[CH:9][C:8]3[O:11][CH2:12][CH2:13][O:14][C:7]=3[CH:6]=2)[N:1]=[CH:2][N:3]=1. The yield is 0.940. (2) The reactants are [NH:1]([C:8]1[N:9]([C:26]2[CH:31]=[CH:30][CH:29]=[CH:28][CH:27]=2)[C:10]2[C:15]([C:16](=[O:18])[CH:17]=1)=[CH:14][C:13](/[CH:19]=[CH:20]/[C:21]([O:23]C)=[O:22])=[C:12]([CH3:25])[N:11]=2)[C:2]1[CH:7]=[CH:6][CH:5]=[CH:4][CH:3]=1.[OH-].[Na+]. The catalyst is CC#N.O. The product is [NH:1]([C:8]1[N:9]([C:26]2[CH:27]=[CH:28][CH:29]=[CH:30][CH:31]=2)[C:10]2[N:11]=[C:12]([CH3:25])[C:13](/[CH:19]=[CH:20]/[C:21]([OH:23])=[O:22])=[CH:14][C:15]=2[C:16](=[O:18])[CH:17]=1)[C:2]1[CH:7]=[CH:6][CH:5]=[CH:4][CH:3]=1. The yield is 0.630. (3) The reactants are [N+:1]([C:4]1[CH:5]=[C:6]([CH:9]=[C:10]([C:12]([F:15])([F:14])[F:13])[CH:11]=1)[C:7]#[N:8])([O-])=O.C(O)(=O)C.[Sn](Cl)Cl. The catalyst is CCO.O. The product is [NH2:1][C:4]1[CH:5]=[C:6]([CH:9]=[C:10]([C:12]([F:13])([F:14])[F:15])[CH:11]=1)[C:7]#[N:8]. The yield is 0.490. (4) The reactants are [Cl:1][C:2]1[CH:3]=[CH:4][C:5]2[O:10][CH2:9][C:8](=[O:11])[N:7]([CH2:12][CH2:13][N:14]3[CH2:19][CH2:18][CH:17]([NH:20]C(=O)OC(C)(C)C)[CH2:16][CH2:15]3)[C:6]=2[CH:28]=1.NC1CCN(CCN2C3C(=CC=C(C#N)C=3)C=CC2=O)CC1. No catalyst specified. The product is [NH2:20][CH:17]1[CH2:16][CH2:15][N:14]([CH2:13][CH2:12][N:7]2[C:6]3[CH:28]=[C:2]([Cl:1])[CH:3]=[CH:4][C:5]=3[O:10][CH2:9][C:8]2=[O:11])[CH2:19][CH2:18]1. The yield is 1.00. (5) The reactants are [C:1]([C:5]1[CH:10]=[CH:9][C:8]([N+:11]([O-:13])=[O:12])=[CH:7][C:6]=1[CH2:14][NH2:15])([CH3:4])([CH3:3])[CH3:2].[CH3:16][C:17]([O:20][C:21](O[C:21]([O:20][C:17]([CH3:19])([CH3:18])[CH3:16])=[O:22])=[O:22])([CH3:19])[CH3:18]. The product is [C:1]([C:5]1[CH:10]=[CH:9][C:8]([N+:11]([O-:13])=[O:12])=[CH:7][C:6]=1[CH2:14][NH:15][C:21](=[O:22])[O:20][C:17]([CH3:19])([CH3:18])[CH3:16])([CH3:4])([CH3:2])[CH3:3]. The catalyst is C1COCC1.O. The yield is 0.780. (6) The reactants are C(#N)C.C(=O)([O-])[O-].[K+].[K+].CC1(C)C(C)(C)OB([C:18]2[CH2:23][CH2:22][CH:21]([C:24]([O:26][CH2:27][CH3:28])=[O:25])[CH2:20][CH:19]=2)O1.Br[C:31]1[CH:36]=[CH:35][C:34]([NH:37][C:38](=[O:44])[O:39][C:40]([CH3:43])([CH3:42])[CH3:41])=[C:33]([F:45])[CH:32]=1. The catalyst is O. The product is [C:40]([O:39][C:38]([NH:37][C:34]1[CH:35]=[CH:36][C:31]([C:18]2[CH2:23][CH2:22][CH:21]([C:24]([O:26][CH2:27][CH3:28])=[O:25])[CH2:20][CH:19]=2)=[CH:32][C:33]=1[F:45])=[O:44])([CH3:43])([CH3:41])[CH3:42]. The yield is 0.840. (7) The reactants are [C:1](Cl)(=[O:8])[C:2]1[CH:7]=[CH:6][CH:5]=[CH:4][CH:3]=1.Br.[Br:11][CH:12]1[CH2:17][CH2:16][NH:15][CH2:14][CH2:13]1.C(N(CC)CC)C. The catalyst is C1COCC1. The product is [C:1]([N:15]1[CH2:16][CH2:17][CH:12]([Br:11])[CH2:13][CH2:14]1)(=[O:8])[C:2]1[CH:7]=[CH:6][CH:5]=[CH:4][CH:3]=1. The yield is 1.00.